Dataset: Forward reaction prediction with 1.9M reactions from USPTO patents (1976-2016). Task: Predict the product of the given reaction. (1) Given the reactants C([O:3][C:4](=[O:48])[CH2:5][CH2:6][CH2:7][O:8][C:9]1[CH:14]=[CH:13][CH:12]=[C:11]([CH2:15][CH2:16][CH2:17][CH2:18][CH2:19][CH2:20][O:21][C:22]2[CH:23]=[C:24]([C:34]3[CH:39]=[CH:38][C:37]([Cl:40])=[CH:36][CH:35]=3)[CH:25]=[C:26]([S:28]([CH2:31][CH2:32][CH3:33])(=[O:30])=[O:29])[CH:27]=2)[C:10]=1[CH2:41][CH2:42][C:43]([O:45]CC)=[O:44])C.[OH-].[Na+], predict the reaction product. The product is: [C:43]([CH2:42][CH2:41][C:10]1[C:11]([CH2:15][CH2:16][CH2:17][CH2:18][CH2:19][CH2:20][O:21][C:22]2[CH:23]=[C:24]([C:34]3[CH:35]=[CH:36][C:37]([Cl:40])=[CH:38][CH:39]=3)[CH:25]=[C:26]([S:28]([CH2:31][CH2:32][CH3:33])(=[O:29])=[O:30])[CH:27]=2)=[CH:12][CH:13]=[CH:14][C:9]=1[O:8][CH2:7][CH2:6][CH2:5][C:4]([OH:48])=[O:3])([OH:45])=[O:44]. (2) Given the reactants [CH2:1]([O:8][C:9]([N:11]1[CH2:16][CH2:15][CH:14]([CH:17]([O:20][C:21]2[CH:43]=[CH:42][C:24]3[C:25]4[N:29]([CH2:30][CH2:31][O:32][C:23]=3[CH:22]=2)[CH:28]=[C:27]([C:33]2[N:34]([CH:39]([CH3:41])[CH3:40])[N:35]=[C:36]([CH3:38])[N:37]=2)[N:26]=4)[CH2:18]C)[CH2:13][CH2:12]1)=[O:10])[C:2]1[CH:7]=[CH:6][CH:5]=[CH:4][CH:3]=1.C(OC(N1CCC(C(O)C)CC1)=O)C1C=CC=CC=1.C1(P(C2C=CC=CC=2)C2C=CC=CC=2)C=CC=CC=1.CC(OC(/N=N/C(OC(C)C)=O)=O)C, predict the reaction product. The product is: [CH2:1]([O:8][C:9]([N:11]1[CH2:12][CH2:13][CH:14]([CH:17]([O:20][C:21]2[CH:43]=[CH:42][C:24]3[C:25]4[N:29]([CH2:30][CH2:31][O:32][C:23]=3[CH:22]=2)[CH:28]=[C:27]([C:33]2[N:34]([CH:39]([CH3:40])[CH3:41])[N:35]=[C:36]([CH3:38])[N:37]=2)[N:26]=4)[CH3:18])[CH2:15][CH2:16]1)=[O:10])[C:2]1[CH:7]=[CH:6][CH:5]=[CH:4][CH:3]=1. (3) The product is: [Br:1][C:2]1[CH:11]=[C:10]2[C:5]([C:6]([NH:15][CH2:16][CH2:17][CH2:18][CH2:19][Cl:20])=[C:7]([NH2:12])[CH:8]=[N:9]2)=[CH:4][CH:3]=1. Given the reactants [Br:1][C:2]1[CH:11]=[C:10]2[C:5]([C:6]([NH:15][CH2:16][CH2:17][CH2:18][CH2:19][Cl:20])=[C:7]([N+:12]([O-])=O)[CH:8]=[N:9]2)=[CH:4][CH:3]=1.S(S([O-])=O)([O-])=O.[Na+].[Na+], predict the reaction product. (4) The product is: [NH2:1][C:2]1[C:10]([CH3:11])=[CH:9][C:8]([CH:12]=[O:13])=[CH:7][C:3]=1[C:4]([OH:6])=[O:5]. Given the reactants [NH2:1][C:2]1[C:10]([CH3:11])=[CH:9][CH:8]=[CH:7][C:3]=1[C:4]([OH:6])=[O:5].[CH2:12]=[O:13].C1N2CN3CN(C2)CN1C3.[OH-].[Na+], predict the reaction product. (5) Given the reactants [CH2:1]([O:8][C:9]1[CH:14]=[CH:13][C:12](Br)=[CH:11][C:10]=1[N+:16]([O-:18])=[O:17])[C:2]1[CH:7]=[CH:6][CH:5]=[CH:4][CH:3]=1.[CH:19]#[C:20][CH2:21][CH2:22][CH2:23][CH2:24][CH2:25][CH3:26], predict the reaction product. The product is: [CH2:1]([O:8][C:9]1[CH:14]=[CH:13][C:12]([C:19]#[C:20][CH2:21][CH2:22][CH2:23][CH2:24][CH2:25][CH3:26])=[CH:11][C:10]=1[N+:16]([O-:18])=[O:17])[C:2]1[CH:7]=[CH:6][CH:5]=[CH:4][CH:3]=1. (6) Given the reactants [F:1][C:2]1[CH:3]=[C:4]([CH2:9][C@H:10]([NH:28]C(=O)OC(C)(C)C)[C:11]2[C:16]([C:17]3[CH:22]=[CH:21][C:20]([F:23])=[C:19]([S:24](=[O:27])(=[O:26])[NH2:25])[CH:18]=3)=[CH:15][CH:14]=[CH:13][N:12]=2)[CH:5]=[C:6]([F:8])[CH:7]=1.C(C1C=C(C2C([C@@H](NC(=O)OC(C)(C)C)CC3C=C(F)C=C(F)C=3)=NC=CC=2)C=CC=1)(=O)N, predict the reaction product. The product is: [NH2:28][C@H:10]([C:11]1[C:16]([C:17]2[CH:22]=[CH:21][C:20]([F:23])=[C:19]([S:24]([NH2:25])(=[O:26])=[O:27])[CH:18]=2)=[CH:15][CH:14]=[CH:13][N:12]=1)[CH2:9][C:4]1[CH:3]=[C:2]([F:1])[CH:7]=[C:6]([F:8])[CH:5]=1.